From a dataset of Full USPTO retrosynthesis dataset with 1.9M reactions from patents (1976-2016). Predict the reactants needed to synthesize the given product. (1) Given the product [CH3:1][O:2][C:3]1[C:4]([NH2:9])=[N:5][CH:6]=[CH:7][CH:8]=1, predict the reactants needed to synthesize it. The reactants are: [CH3:1][O:2][C:3]1[C:4]([N+:9]([O-])=O)=[N:5][CH:6]=[CH:7][CH:8]=1. (2) Given the product [C:13]([Si:17]([CH3:20])([CH3:19])[O:4][CH2:3][C:2]([CH3:7])([CH3:1])[CH2:5][OH:6])([CH3:16])([CH3:15])[CH3:14], predict the reactants needed to synthesize it. The reactants are: [CH3:1][C:2]([CH3:7])([CH2:5][OH:6])[CH2:3][OH:4].N1C=CN=C1.[C:13]([Si:17]([CH3:20])([CH3:19])Cl)([CH3:16])([CH3:15])[CH3:14].O. (3) Given the product [Cl:1][C:2]1[CH:3]=[CH:4][C:5]([OH:29])=[C:6]([CH:28]=1)[C:7]([NH:9][C:10]1[C:11]([C:24]([OH:26])=[O:25])=[C:12]([C:15]2[CH:20]=[CH:19][C:18]([CH3:21])=[C:17]([F:22])[C:16]=2[F:23])[S:13][CH:14]=1)=[O:8], predict the reactants needed to synthesize it. The reactants are: [Cl:1][C:2]1[CH:3]=[CH:4][C:5]([OH:29])=[C:6]([CH:28]=1)[C:7]([NH:9][C:10]1[C:11]([C:24]([O:26]C)=[O:25])=[C:12]([C:15]2[CH:20]=[CH:19][C:18]([CH3:21])=[C:17]([F:22])[C:16]=2[F:23])[S:13][CH:14]=1)=[O:8].[OH-].[Li+]. (4) Given the product [Cl:10][C:11]1[CH:16]=[CH:15][CH:14]=[C:13]([Cl:17])[C:12]=1[CH:18]([Cl:1])[CH3:19], predict the reactants needed to synthesize it. The reactants are: [Cl:1]C1N=C(Cl)N=C(Cl)N=1.[Cl:10][C:11]1[CH:16]=[CH:15][CH:14]=[C:13]([Cl:17])[C:12]=1[CH:18](O)[CH3:19].